Predict the reaction yield, written as a fraction of the theoretical maximum amount of product (1.0 means a 100% yield; for example, 0.34 means a 34% yield). From a dataset of Reaction yield outcomes from USPTO patents with 853,638 reactions. (1) The reactants are [OH-:1].[K+].[C:3]([NH:6][C:7]1[C:8]([I:33])=[C:9]([C:24]([N:26]([CH2:28][CH:29]([OH:32])[CH2:30][OH:31])[CH3:27])=[O:25])[C:10]([I:23])=[C:11]([C:21]=1[I:22])[C:12]([N:14]([CH2:16][CH:17]([OH:20])[CH2:18][OH:19])[CH3:15])=[O:13])(=[O:5])[CH3:4].B(O)(O)O.[O:38]1[CH2:40][CH:39]1[CH2:41][O:42][CH2:43][CH2:44][O:45][CH2:46][CH:47]1[CH2:49][O:48]1.Cl. The catalyst is C(#N)C.O.O.CO. The product is [OH:38][CH:39]([CH2:41][O:42][CH2:43][CH2:44][O:45][CH2:46][CH:47]([OH:48])[CH2:49][N:6]([C:7]1[C:21]([I:22])=[C:11]([C:12]([N:14]([CH3:15])[CH2:16][CH:17]([OH:20])[CH2:18][OH:19])=[O:13])[C:10]([I:23])=[C:9]([C:8]=1[I:33])[C:24]([N:26]([CH3:27])[CH2:28][CH:29]([OH:32])[CH2:30][OH:31])=[O:25])[C:3](=[O:1])[CH3:4])[CH2:40][N:6]([C:7]1[C:21]([I:22])=[C:11]([C:12]([N:14]([CH2:16][CH:17]([OH:20])[CH2:18][OH:19])[CH3:15])=[O:13])[C:10]([I:23])=[C:9]([C:8]=1[I:33])[C:24]([N:26]([CH2:28][CH:29]([OH:32])[CH2:30][OH:31])[CH3:27])=[O:25])[C:3](=[O:5])[CH3:4]. The yield is 0.0500. (2) The yield is 0.980. The reactants are [CH3:1][O:2][C:3]1[CH:4]=[C:5](B(O)O)[CH:6]=[CH:7][CH:8]=1.Br[C:13]1[CH:20]=[CH:19][C:16]([CH2:17][NH2:18])=[CH:15][CH:14]=1. The catalyst is Cl[Pd](Cl)([P](C1C=CC=CC=1)(C1C=CC=CC=1)C1C=CC=CC=1)[P](C1C=CC=CC=1)(C1C=CC=CC=1)C1C=CC=CC=1.CC#N. The product is [CH3:1][O:2][C:3]1[CH:4]=[C:5]([C:13]2[CH:20]=[CH:19][C:16]([CH2:17][NH2:18])=[CH:15][CH:14]=2)[CH:6]=[CH:7][CH:8]=1. (3) The reactants are [CH:1]([C:4]1[N:5]=[C:6]([C:9]2[CH:18]=[C:17]([O:19][CH:20]3[CH2:37][CH:36]4[CH:22]([C:23](=[O:43])[N:24]([CH3:42])[CH2:25][CH2:26][CH2:27][CH2:28][CH:29]=[CH:30][CH:31]5[C:33]([C:39](O)=[O:40])([NH:34][C:35]4=[O:38])[CH2:32]5)[CH2:21]3)[C:16]3[C:11](=[C:12]([CH3:46])[C:13]([O:44][CH3:45])=[CH:14][CH:15]=3)[N:10]=2)[S:7][CH:8]=1)([CH3:3])[CH3:2].C(N1C=CN=C1)(N1C=CN=C1)=O.[CH3:59][C:60]1([S:63]([NH2:66])(=[O:65])=[O:64])[CH2:62][CH2:61]1.C1CCN2C(=NCCC2)CC1. The catalyst is C1COCC1. The product is [CH:1]([C:4]1[N:5]=[C:6]([C:9]2[CH:18]=[C:17]([O:19][CH:20]3[CH2:37][CH:36]4[CH:22]([C:23](=[O:43])[N:24]([CH3:42])[CH2:25][CH2:26][CH2:27][CH2:28][CH:29]=[CH:30][CH:31]5[C:33]([C:39]([NH:66][S:63]([C:60]6([CH3:59])[CH2:62][CH2:61]6)(=[O:65])=[O:64])=[O:40])([NH:34][C:35]4=[O:38])[CH2:32]5)[CH2:21]3)[C:16]3[C:11](=[C:12]([CH3:46])[C:13]([O:44][CH3:45])=[CH:14][CH:15]=3)[N:10]=2)[S:7][CH:8]=1)([CH3:3])[CH3:2]. The yield is 0.580. (4) The reactants are [NH2:1][C:2]1[C:11]2[C:6](=[C:7](Br)[CH:8]=[CH:9][CH:10]=2)[N:5]=[N:4][C:3]=1[C:13]([NH:15][CH:16]1[CH2:18][CH2:17]1)=[O:14].[CH3:19][O:20][C:21]1[CH:26]=[CH:25][C:24]([CH3:27])=[CH:23][C:22]=1B(O)O. No catalyst specified. The product is [NH2:1][C:2]1[C:11]2[C:6](=[C:7]([C:22]3[CH:23]=[C:24]([CH3:27])[CH:25]=[CH:26][C:21]=3[O:20][CH3:19])[CH:8]=[CH:9][CH:10]=2)[N:5]=[N:4][C:3]=1[C:13]([NH:15][CH:16]1[CH2:18][CH2:17]1)=[O:14]. The yield is 0.740.